From a dataset of Catalyst prediction with 721,799 reactions and 888 catalyst types from USPTO. Predict which catalyst facilitates the given reaction. (1) The catalyst class is: 8. Reactant: C(OC([N:8]1[C:12]2[CH:13]=[CH:14][CH:15]=[CH:16][C:11]=2[N:10]=[C:9]1[CH2:17][N:18]([CH2:30][CH2:31][CH2:32][CH2:33][N:34]1C(=O)C2C(=CC=CC=2)C1=O)[CH:19]1[C:28]2[N:27]=[C:26]([CH3:29])[CH:25]=[CH:24][C:23]=2[CH2:22][CH2:21][CH2:20]1)=O)(C)(C)C.O.NN. Product: [NH:8]1[C:12]2[CH:13]=[CH:14][CH:15]=[CH:16][C:11]=2[N:10]=[C:9]1[CH2:17][N:18]([CH:19]1[C:28]2[N:27]=[C:26]([CH3:29])[CH:25]=[CH:24][C:23]=2[CH2:22][CH2:21][CH2:20]1)[CH2:30][CH2:31][CH2:32][CH2:33][NH2:34]. (2) Reactant: [BH4-].[Na+].[C:3]1([C:31]2[CH:36]=[CH:35][CH:34]=[CH:33][CH:32]=2)[CH:8]=[CH:7][C:6]([CH2:9][CH2:10][C:11](=[O:30])[CH:12]([CH2:20][CH2:21][O:22][Si:23]([C:26]([CH3:29])([CH3:28])[CH3:27])([CH3:25])[CH3:24])[C:13]([O:15][C:16]([CH3:19])([CH3:18])[CH3:17])=[O:14])=[CH:5][CH:4]=1. Product: [C:3]1([C:31]2[CH:32]=[CH:33][CH:34]=[CH:35][CH:36]=2)[CH:8]=[CH:7][C:6]([CH2:9][CH2:10][CH:11]([OH:30])[CH:12]([CH2:20][CH2:21][O:22][Si:23]([C:26]([CH3:27])([CH3:28])[CH3:29])([CH3:24])[CH3:25])[C:13]([O:15][C:16]([CH3:19])([CH3:17])[CH3:18])=[O:14])=[CH:5][CH:4]=1. The catalyst class is: 5. (3) Reactant: [CH3:1][O:2][C:3]1[CH:4]=[N:5][C:6]([N:11]2[C:20](=[O:21])[C:19]3[C:14](=[CH:15][C:16]([C:22](O)=[O:23])=[CH:17][CH:18]=3)[NH:13][C:12]2=[S:25])=[N:7][C:8]=1[O:9][CH3:10].[C:26]([C:34]1[CH:41]=[CH:40][C:37]([CH2:38][NH2:39])=[CH:36][CH:35]=1)(=[O:33])[C:27]1[CH:32]=[CH:31][CH:30]=[CH:29][CH:28]=1.CCN(C(C)C)C(C)C.CN(C(ON1N=NC2C=CC=NC1=2)=[N+](C)C)C.F[P-](F)(F)(F)(F)F. Product: [C:26]([C:34]1[CH:35]=[CH:36][C:37]([CH2:38][NH:39][C:22]([C:16]2[CH:15]=[C:14]3[C:19]([C:20](=[O:21])[N:11]([C:6]4[N:7]=[C:8]([O:9][CH3:10])[C:3]([O:2][CH3:1])=[CH:4][N:5]=4)[C:12](=[S:25])[NH:13]3)=[CH:18][CH:17]=2)=[O:23])=[CH:40][CH:41]=1)(=[O:33])[C:27]1[CH:28]=[CH:29][CH:30]=[CH:31][CH:32]=1. The catalyst class is: 39. (4) Reactant: [F:1][C:2]1[CH:7]=[CH:6][C:5]([C:8]2[CH2:9][CH2:10][NH:11][CH2:12][CH:13]=2)=[CH:4][C:3]=1[C:14]([F:17])([F:16])[F:15].Cl. Product: [F:1][C:2]1[CH:7]=[CH:6][C:5]([CH:8]2[CH2:13][CH2:12][NH:11][CH2:10][CH2:9]2)=[CH:4][C:3]=1[C:14]([F:17])([F:15])[F:16]. The catalyst class is: 63. (5) Reactant: [NH2:1][C:2]1[CH:3]=[CH:4][N:5]([CH3:27])[C:6]2[C:7]=1[CH:8]=[CH:9][C:10]1[N:19]([C:20]3[CH:25]=[CH:24][C:23]([F:26])=[CH:22][CH:21]=3)[CH2:18][CH:17]=[C:12]3[NH:13][C:14](=[O:16])[C:15]=2[C:11]=13.C(N(CC)C(C)C)(C)C.[C:37]1([S:43](Cl)(=[O:45])=[O:44])[CH:42]=[CH:41][CH:40]=[CH:39][CH:38]=1. Product: [F:26][C:23]1[CH:22]=[CH:21][C:20]([N:19]2[C:10]3=[C:11]4[C:15](=[C:6]5[N:5]([CH3:27])[CH:4]=[CH:3][C:2]([NH:1][S:43]([C:37]6[CH:42]=[CH:41][CH:40]=[CH:39][CH:38]=6)(=[O:45])=[O:44])=[C:7]5[CH:8]=[CH:9]3)[C:14](=[O:16])[NH:13][C:12]4=[CH:17][CH2:18]2)=[CH:25][CH:24]=1. The catalyst class is: 4. (6) Reactant: [Br:1][C:2]1[CH:7]=[CH:6][C:5]([CH:8]([OH:11])[CH2:9][CH3:10])=[C:4]([F:12])[CH:3]=1. Product: [Br:1][C:2]1[CH:7]=[CH:6][C:5]([C:8](=[O:11])[CH2:9][CH3:10])=[C:4]([F:12])[CH:3]=1. The catalyst class is: 742.